From a dataset of Forward reaction prediction with 1.9M reactions from USPTO patents (1976-2016). Predict the product of the given reaction. (1) Given the reactants [F:1][C:2]1[CH:3]=[C:4]([CH2:9][C:10]([NH:12][C@H:13]([C:17]([O:19]C)=[O:18])[CH:14]([CH3:16])[CH3:15])=[O:11])[CH:5]=[C:6]([F:8])[CH:7]=1.[OH-].[Na+].Cl, predict the reaction product. The product is: [F:1][C:2]1[CH:3]=[C:4]([CH2:9][C:10]([NH:12][C@H:13]([C:17]([OH:19])=[O:18])[CH:14]([CH3:15])[CH3:16])=[O:11])[CH:5]=[C:6]([F:8])[CH:7]=1. (2) Given the reactants C(O[C:4]([C:6]1[CH:11]=[C:10]([C:12]#[N:13])[CH:9]=[C:8]([CH3:14])[N:7]=1)=[O:5])C.[CH3:15][O:16][C:17]1[CH:18]=[C:19]([CH:21]=[CH:22][CH:23]=1)[NH2:20], predict the reaction product. The product is: [CH3:15][O:16][C:17]1[CH:18]=[C:19]([NH:20][C:4]([C:6]2[CH:11]=[C:10]([C:12]#[N:13])[CH:9]=[C:8]([CH3:14])[N:7]=2)=[O:5])[CH:21]=[CH:22][CH:23]=1. (3) Given the reactants [Cl:1][C:2]1[C:9]([CH3:10])=[C:8](F)[CH:7]=[CH:6][C:3]=1[C:4]#[N:5].[NH2:12][C@@H:13]([C:17]([OH:19])=[O:18])[C@@H:14]([CH3:16])[OH:15].C([O-])([O-])=O.[K+].[K+].C(O)(=O)CC(CC(O)=O)(C(O)=O)O, predict the reaction product. The product is: [Cl:1][C:2]1[C:9]([CH3:10])=[C:8]([NH:12][C@H:13]([C@H:14]([OH:15])[CH3:16])[C:17]([OH:19])=[O:18])[CH:7]=[CH:6][C:3]=1[C:4]#[N:5]. (4) Given the reactants [Br:1][C:2]1[CH:7]=[C:6]([F:8])[CH:5]=[CH:4][C:3]=1[CH:9]1[C:14]([C:15]([O:17][CH2:18][CH3:19])=[O:16])=[C:13]([CH2:20]Br)[NH:12][C:11]([C:22]2[S:23][CH:24]=[CH:25][N:26]=2)=[N:10]1.[NH:27]1[CH2:32][CH2:31][O:30][CH2:29][CH:28]1[CH2:33][CH:34]([CH2:37][OH:38])[CH2:35][OH:36], predict the reaction product. The product is: [Br:1][C:2]1[CH:7]=[C:6]([F:8])[CH:5]=[CH:4][C:3]=1[CH:9]1[C:14]([C:15]([O:17][CH2:18][CH3:19])=[O:16])=[C:13]([CH2:20][N:27]2[CH2:32][CH2:31][O:30][CH2:29][CH:28]2[CH2:33][CH:34]([CH2:37][OH:38])[CH2:35][OH:36])[NH:12][C:11]([C:22]2[S:23][CH:24]=[CH:25][N:26]=2)=[N:10]1. (5) The product is: [Cl:1][C:2]1[CH:3]=[C:4]([N:9]2[CH2:14][CH2:13][O:12][CH2:11][CH2:10]2)[N:5]=[C:6]([NH:27][C:23]2[CH:24]=[CH:25][CH:26]=[C:21]([C:17]3[CH:16]=[N:15][CH:20]=[CH:19][CH:18]=3)[CH:22]=2)[N:7]=1. Given the reactants [Cl:1][C:2]1[N:7]=[C:6](I)[N:5]=[C:4]([N:9]2[CH2:14][CH2:13][O:12][CH2:11][CH2:10]2)[CH:3]=1.[N:15]1[CH:20]=[CH:19][CH:18]=[C:17]([C:21]2[CH:22]=[C:23]([NH2:27])[CH:24]=[CH:25][CH:26]=2)[CH:16]=1.C(OC(N1CCC2C(=CC=C(NC3N=C(Cl)C=C(N4CCOCC4)N=3)C=2)C1)=O)(C)(C)C, predict the reaction product. (6) The product is: [CH2:1]([O:8][C:9]1[CH:14]=[C:13]([CH2:23][C:22](=[O:24])[C:21]([CH3:26])([CH3:25])[CH2:20][O:19][CH3:18])[CH:12]=[CH:11][C:10]=1[O:16][CH3:17])[C:2]1[CH:7]=[CH:6][CH:5]=[CH:4][CH:3]=1. Given the reactants [CH2:1]([O:8][C:9]1[CH:14]=[C:13](Br)[CH:12]=[CH:11][C:10]=1[O:16][CH3:17])[C:2]1[CH:7]=[CH:6][CH:5]=[CH:4][CH:3]=1.[CH3:18][O:19][CH2:20][C:21]([CH3:26])([CH3:25])[C:22](=[O:24])[CH3:23].[Li+].C[Si]([N-][Si](C)(C)C)(C)C.Cl, predict the reaction product. (7) Given the reactants [CH3:1][C:2]1[C:10]2[C:9](=[O:11])[NH:8][CH:7]=[N:6][C:5]=2[S:4][C:3]=1[C:12]([O:14][CH3:15])=[O:13].C1CN([P+](O[N:33]2[N:41]=[N:40][C:35]3[CH:36]=[CH:37][CH:38]=[N:39][C:34]2=3)(N2CCCC2)N2CCCC2)CC1.F[P-](F)(F)(F)(F)F.C1CCN2C(=NCCC2)CC1, predict the reaction product. The product is: [N:40]1[C:35]2[C:34](=[N:39][CH:38]=[CH:37][CH:36]=2)[N:33]([O:11][C:9]2[C:10]3[C:2]([CH3:1])=[C:3]([C:12]([O:14][CH3:15])=[O:13])[S:4][C:5]=3[N:6]=[CH:7][N:8]=2)[N:41]=1. (8) Given the reactants C([N:8]1[CH2:12][C@H:11]([C:13]2[CH:18]=[CH:17][C:16](Cl)=[C:15]([F:20])[CH:14]=2)[C@@H:10]([NH:21][C:22](=[O:28])[O:23][C:24]([CH3:27])([CH3:26])[CH3:25])[CH2:9]1)C1C=CC=CC=1, predict the reaction product. The product is: [F:20][C:15]1[CH:14]=[C:13]([C@H:11]2[CH2:12][NH:8][CH2:9][C@@H:10]2[NH:21][C:22](=[O:28])[O:23][C:24]([CH3:26])([CH3:25])[CH3:27])[CH:18]=[CH:17][CH:16]=1. (9) Given the reactants [CH2:1]([O:8][C:9]1[CH:14]=[CH:13][C:12]([N:15]2[C:23]3[C:18](=[CH:19][CH:20]=[CH:21][CH:22]=3)[C:17]([CH:24]=O)=[C:16]2[CH3:26])=[CH:11][C:10]=1[F:27])[C:2]1[CH:7]=[CH:6][CH:5]=[CH:4][CH:3]=1.Cl.[NH2:29][OH:30].CO, predict the reaction product. The product is: [CH2:1]([O:8][C:9]1[CH:14]=[CH:13][C:12]([N:15]2[C:23]3[C:18](=[CH:19][CH:20]=[CH:21][CH:22]=3)[C:17]([CH:24]=[N:29][OH:30])=[C:16]2[CH3:26])=[CH:11][C:10]=1[F:27])[C:2]1[CH:7]=[CH:6][CH:5]=[CH:4][CH:3]=1. (10) The product is: [Br:16][C:10]1[CH:9]=[C:8]2[C:3]([CH:4]=[CH:5][C:6]([O:14][CH3:15])=[C:7]2[CH2:12][Cl:13])=[CH:2][CH:11]=1. Given the reactants Br[C:2]1[CH:11]=[CH:10][CH:9]=[C:8]2[C:3]=1[CH:4]=[CH:5][C:6]([O:14][CH3:15])=[C:7]2[CH2:12][Cl:13].[Br:16]C1C=C2C(C=CC(OC)=C2CO)=CC=1, predict the reaction product.